Dataset: Forward reaction prediction with 1.9M reactions from USPTO patents (1976-2016). Task: Predict the product of the given reaction. (1) Given the reactants [C:1]([O:6][CH:7]([O:9][CH2:10][C:11]1[CH:16]=[CH:15][CH:14]=[CH:13][CH:12]=1)[CH3:8])(=[O:5])[C:2]([CH3:4])=[CH2:3].[C:17]([O:22][CH2:23][CH2:24][OH:25])(=[O:21])[C:18]([CH3:20])=[CH2:19].[C:26]([OH:31])(=[O:30])[C:27]([CH3:29])=[CH2:28].N(C(C)(CC)C([O-])=O)=NC(C)(CC)C([O-])=O, predict the reaction product. The product is: [C:1]([O:6][CH:7]([O:9][CH2:10][C:11]1[CH:12]=[CH:13][CH:14]=[CH:15][CH:16]=1)[CH3:8])(=[O:5])[C:2]([CH3:4])=[CH2:3].[C:17]([O:22][CH2:23][CH2:24][OH:25])(=[O:21])[C:18]([CH3:20])=[CH2:19].[C:26]([OH:31])(=[O:30])[C:27]([CH3:29])=[CH2:28]. (2) Given the reactants [F:1][C:2]1[CH:7]=[C:6]([F:8])[CH:5]=[CH:4][C:3]=1[N:9]1[C:13]([C:14]2[S:23][C:22]3[C:21]4[N:24]=[C:25]([N:28]5[CH2:33][C@H:32]([CH3:34])[NH:31][C@H:30]([CH3:35])[CH2:29]5)[CH:26]=[CH:27][C:20]=4[O:19][CH2:18][CH2:17][C:16]=3[CH:15]=2)=[N:12][CH:11]=[N:10]1.Br[CH2:37][CH2:38]F.C(=O)([O-])[O-].[Cs+].[Cs+], predict the reaction product. The product is: [F:1][C:2]1[CH:7]=[C:6]([F:8])[CH:5]=[CH:4][C:3]=1[N:9]1[C:13]([C:14]2[S:23][C:22]3[C:21]4[N:24]=[C:25]([N:28]5[CH2:33][C@H:32]([CH3:34])[N:31]([CH2:37][CH3:38])[C@H:30]([CH3:35])[CH2:29]5)[CH:26]=[CH:27][C:20]=4[O:19][CH2:18][CH2:17][C:16]=3[CH:15]=2)=[N:12][CH:11]=[N:10]1. (3) Given the reactants [Cl:1][C:2]1[CH:3]=[N:4][CH:5]=[C:6]([Cl:17])[C:7]=1[N:8]1[CH2:13][CH2:12][CH:11]([C:14](=[S:16])[NH2:15])[CH2:10][CH2:9]1.Cl[CH2:19][CH:20]=O, predict the reaction product. The product is: [Cl:1][C:2]1[CH:3]=[N:4][CH:5]=[C:6]([Cl:17])[C:7]=1[N:8]1[CH2:13][CH2:12][CH:11]([C:14]2[S:16][CH:19]=[CH:20][N:15]=2)[CH2:10][CH2:9]1. (4) Given the reactants [CH3:16][C:11]1([CH3:17])[C:12]([CH3:15])([CH3:14])[O:13][B:9]([B:9]2[O:13][C:12]([CH3:15])([CH3:14])[C:11]([CH3:17])([CH3:16])[O:10]2)[O:10]1.C([O-])(=O)C.[K+].Br[C:25]1[CH:26]=[C:27]2[C:32](=[CH:33][CH:34]=1)[N:31]=[C:30]([NH2:35])[C:29]([C:36]1[CH2:37][CH2:38][O:39][CH2:40][CH:41]=1)=[CH:28]2, predict the reaction product. The product is: [O:39]1[CH2:40][CH:41]=[C:36]([C:29]2[C:30]([NH2:35])=[N:31][C:32]3[C:27]([CH:28]=2)=[CH:26][C:25]([B:9]2[O:10][C:11]([CH3:16])([CH3:17])[C:12]([CH3:14])([CH3:15])[O:13]2)=[CH:34][CH:33]=3)[CH2:37][CH2:38]1. (5) Given the reactants I[C:2]1[C:7]([OH:8])=[CH:6][CH:5]=[C:4]([CH3:9])[N:3]=1.[C:10]([C:12]1[C:13](=[O:23])[O:14][C:15]2[C:20]([CH:21]=1)=[CH:19][CH:18]=[C:17](F)[CH:16]=2)#[CH:11].C([N:26]([CH2:29][CH3:30])[CH2:27][CH3:28])C.CC#[N:33], predict the reaction product. The product is: [CH3:9][C:4]1[N:3]=[C:2]2[CH:11]=[C:10]([C:12]3[C:13](=[O:23])[O:14][C:15]4[C:20]([CH:21]=3)=[CH:19][CH:18]=[C:17]([N:33]3[CH2:30][CH2:29][NH:26][CH2:27][CH2:28]3)[CH:16]=4)[O:8][C:7]2=[CH:6][CH:5]=1. (6) Given the reactants [C:1]([O:5][C:6](=[O:22])[C:7]1[CH:12]=[CH:11][C:10]([C:13]#[C:14][C:15]2[CH:20]=[CH:19][CH:18]=[CH:17][CH:16]=2)=[C:9](Cl)[CH:8]=1)([CH3:4])([CH3:3])[CH3:2].Cl.[NH:24]([C:26]1[CH:31]=[CH:30][N:29]=[CH:28][CH:27]=1)[NH2:25].C([O-])([O-])=O.[Cs+].[Cs+], predict the reaction product. The product is: [C:1]([O:5][C:6]([C:7]1[CH:12]=[CH:11][C:10]2[C:9]([CH:8]=1)=[N:25][N:24]([C:26]1[CH:31]=[CH:30][N:29]=[CH:28][CH:27]=1)[C:13]=2[CH2:14][C:15]1[CH:20]=[CH:19][CH:18]=[CH:17][CH:16]=1)=[O:22])([CH3:4])([CH3:3])[CH3:2].